This data is from Aqueous solubility values for 9,982 compounds from the AqSolDB database. The task is: Regression/Classification. Given a drug SMILES string, predict its absorption, distribution, metabolism, or excretion properties. Task type varies by dataset: regression for continuous measurements (e.g., permeability, clearance, half-life) or binary classification for categorical outcomes (e.g., BBB penetration, CYP inhibition). For this dataset (solubility_aqsoldb), we predict Y. (1) The Y is -2.62 log mol/L. The molecule is O=C(O)COc1c(Cl)ccc(Cl)c1Cl. (2) The compound is CC(C)(S)C(N)C(=O)O. The Y is -0.130 log mol/L.